Dataset: TCR-epitope binding with 47,182 pairs between 192 epitopes and 23,139 TCRs. Task: Binary Classification. Given a T-cell receptor sequence (or CDR3 region) and an epitope sequence, predict whether binding occurs between them. (1) Result: 0 (the TCR does not bind to the epitope). The epitope is LPRRSGAAGA. The TCR CDR3 sequence is CASSYDSNYGYTF. (2) The epitope is MLNIPSINV. The TCR CDR3 sequence is CATSDHGTAYGYTF. Result: 0 (the TCR does not bind to the epitope). (3) The epitope is FPRPWLHGL. The TCR CDR3 sequence is CASSIAGGGEDTQYF. Result: 0 (the TCR does not bind to the epitope). (4) Result: 1 (the TCR binds to the epitope). The epitope is GTHWFVTQR. The TCR CDR3 sequence is CASSQDEVAGMYNEQFF. (5) The epitope is LPRRSGAAGA. The TCR CDR3 sequence is CASSEGLLYEQYF. Result: 1 (the TCR binds to the epitope). (6) The epitope is RAKFKQLL. The TCR CDR3 sequence is CASSLTQGIYNEQFF. Result: 1 (the TCR binds to the epitope). (7) The epitope is AYILFTRFFYV. The TCR CDR3 sequence is CASSFFGSNQPQHF. Result: 0 (the TCR does not bind to the epitope). (8) The epitope is NLDSKVGGNY. The TCR CDR3 sequence is CASSEAGTTYEQYF. Result: 0 (the TCR does not bind to the epitope). (9) The epitope is RAKFKQLL. The TCR CDR3 sequence is CASSADREFYEQYF. Result: 1 (the TCR binds to the epitope).